This data is from Full USPTO retrosynthesis dataset with 1.9M reactions from patents (1976-2016). The task is: Predict the reactants needed to synthesize the given product. (1) Given the product [C:14]([CH2:13][CH:11]1[CH2:10][CH2:9][N:8]([CH2:16][C:18]2[C:26]([CH3:27])=[CH:25][C:24]([CH3:28])=[C:23]3[C:19]=2[CH:20]=[CH:21][N:22]3[C:29]([O:31][C:32]([CH3:35])([CH3:34])[CH3:33])=[O:30])[CH:7]([C:1]2[CH:2]=[CH:3][CH:4]=[CH:5][CH:6]=2)[CH2:12]1)#[N:15], predict the reactants needed to synthesize it. The reactants are: [C:1]1([CH:7]2[CH2:12][CH:11]([CH2:13][C:14]#[N:15])[CH2:10][CH2:9][NH:8]2)[CH:6]=[CH:5][CH:4]=[CH:3][CH:2]=1.[CH:16]([C:18]1[C:26]([CH3:27])=[CH:25][C:24]([CH3:28])=[C:23]2[C:19]=1[CH:20]=[CH:21][N:22]2[C:29]([O:31][C:32]([CH3:35])([CH3:34])[CH3:33])=[O:30])=O. (2) Given the product [Cl:27][C:20]1[C:21]([N:13]2[CH2:12][CH2:11][N:10]([CH2:9][CH2:8][O:1][C:2]3[CH:7]=[CH:6][CH:5]=[CH:4][CH:3]=3)[CH2:15][CH2:14]2)=[C:22]([N+:23]([O-:25])=[O:24])[C:17]([NH2:16])=[N:18][CH:19]=1, predict the reactants needed to synthesize it. The reactants are: [O:1]([CH2:8][CH2:9][N:10]1[CH2:15][CH2:14][NH:13][CH2:12][CH2:11]1)[C:2]1[CH:7]=[CH:6][CH:5]=[CH:4][CH:3]=1.[NH2:16][C:17]1[C:22]([N+:23]([O-:25])=[O:24])=[C:21](Cl)[C:20]([Cl:27])=[CH:19][N:18]=1. (3) Given the product [Cl:1][C:2]1[N:10]=[C:9]([N:11]2[C:15]3[CH:16]=[C:17]([F:20])[CH:18]=[CH:19][C:14]=3[N:13]=[CH:12]2)[N:8]=[C:7]2[C:3]=1[N:4]([CH3:35])[C:5](=[O:34])[N:6]2[C@H:21]1[CH2:26][CH2:25][C@H:24]([O:27][CH:28]2[CH2:33][CH2:32][CH2:31][CH2:30][O:29]2)[CH2:23][CH2:22]1, predict the reactants needed to synthesize it. The reactants are: [Cl:1][C:2]1[N:10]=[C:9]([N:11]2[C:15]3[CH:16]=[C:17]([F:20])[CH:18]=[CH:19][C:14]=3[N:13]=[CH:12]2)[N:8]=[C:7]2[C:3]=1[NH:4][C:5](=[O:34])[N:6]2[C@H:21]1[CH2:26][CH2:25][C@H:24]([O:27][CH:28]2[CH2:33][CH2:32][CH2:31][CH2:30][O:29]2)[CH2:23][CH2:22]1.[CH3:35]CN(P1(N(C)CCCN1)=NC(C)(C)C)CC.IC. (4) Given the product [CH2:14]([O:13][C:11]([C:10]1[CH:9]=[N:8][N:7]2[C:2]([NH:25][C:24]3[CH:26]=[CH:27][C:21]([F:20])=[CH:22][C:23]=3[CH3:28])=[C:3]([C:16]([O:18][CH3:19])=[O:17])[CH:4]=[N:5][C:6]=12)=[O:12])[CH3:15], predict the reactants needed to synthesize it. The reactants are: Cl[C:2]1[N:7]2[N:8]=[CH:9][C:10]([C:11]([O:13][CH2:14][CH3:15])=[O:12])=[C:6]2[N:5]=[CH:4][C:3]=1[C:16]([O:18][CH3:19])=[O:17].[F:20][C:21]1[CH:27]=[CH:26][C:24]([NH2:25])=[C:23]([CH3:28])[CH:22]=1. (5) Given the product [CH3:31][C:25]1[N:24]=[C:23]([CH2:22][NH:21][C:16](=[O:18])[CH2:15][N:12]2[CH2:11][CH2:10][CH:9]([C:7](=[O:8])[C:6]3[CH:5]=[CH:4][C:3]([O:2][CH3:1])=[CH:20][CH:19]=3)[CH2:14][CH2:13]2)[NH:28][C:27](=[O:29])[C:26]=1[CH3:30], predict the reactants needed to synthesize it. The reactants are: [CH3:1][O:2][C:3]1[CH:20]=[CH:19][C:6]([C:7]([CH:9]2[CH2:14][CH2:13][N:12]([CH2:15][C:16]([OH:18])=O)[CH2:11][CH2:10]2)=[O:8])=[CH:5][CH:4]=1.[NH2:21][CH2:22][C:23]1[NH:28][C:27](=[O:29])[C:26]([CH3:30])=[C:25]([CH3:31])[N:24]=1. (6) Given the product [F:1][C:2]1[CH:3]=[C:4]([CH:14]([NH:16][C:17]([C:19]2[N:20]=[C:21]([O:33][C:29]3[CH:30]=[CH:31][CH:32]=[C:27]([C:25]#[N:26])[CH:28]=3)[O:22][CH:23]=2)=[O:18])[CH3:15])[CH:5]=[C:6]([F:13])[C:7]=1[NH:8][S:9]([CH3:12])(=[O:11])=[O:10], predict the reactants needed to synthesize it. The reactants are: [F:1][C:2]1[CH:3]=[C:4]([CH:14]([NH:16][C:17]([C:19]2[N:20]=[C:21](Cl)[O:22][CH:23]=2)=[O:18])[CH3:15])[CH:5]=[C:6]([F:13])[C:7]=1[NH:8][S:9]([CH3:12])(=[O:11])=[O:10].[C:25]([C:27]1[CH:28]=[C:29]([OH:33])[CH:30]=[CH:31][CH:32]=1)#[N:26]. (7) Given the product [CH2:1]([S:7][CH2:16][CH:17]1[NH:23][C:13](=[O:14])[CH2:15][CH2:18]1)[CH2:2][CH2:3][CH2:4][CH2:5][CH3:6], predict the reactants needed to synthesize it. The reactants are: [CH2:1]([SH:7])[CH2:2][CH2:3][CH2:4][CH2:5][CH3:6].[H-].[Na+].CCO[C:13]([CH3:15])=[O:14].[CH3:16][CH2:17][CH2:18]CCC.C[N:23](C=O)C. (8) The reactants are: Br[C:2]1[S:3][CH:4]=[C:5]([CH2:7][N:8]([C:15]2[CH:20]=[CH:19][C:18]([F:21])=[CH:17][CH:16]=2)[C:9](=[O:14])[C:10]([CH3:13])([CH3:12])[CH3:11])[N:6]=1.[O:22]1[CH2:27][CH2:26][O:25][CH2:24][CH2:23]1.C1C2(C[CH2:36][NH:35][CH2:34][CH2:33]2)CCC1. Given the product [O:25]1[C:24]2([CH2:23][CH2:36][N:35]([C:2]3[S:3][CH:4]=[C:5]([CH2:7][N:8]([C:15]4[CH:20]=[CH:19][C:18]([F:21])=[CH:17][CH:16]=4)[C:9](=[O:14])[C:10]([CH3:13])([CH3:12])[CH3:11])[N:6]=3)[CH2:34][CH2:33]2)[O:22][CH2:27][CH2:26]1, predict the reactants needed to synthesize it. (9) Given the product [CH3:13][C:3]1[S:4][C:5]2[C:10]([C:11](=[O:12])[C:2]=1[C:14]1[CH:19]=[CH:18][CH:17]=[CH:16][CH:15]=1)=[CH:9][CH:8]=[CH:7][CH:6]=2, predict the reactants needed to synthesize it. The reactants are: I[C:2]1[C:11](=[O:12])[C:10]2[C:5](=[CH:6][CH:7]=[CH:8][CH:9]=2)[S:4][C:3]=1[CH3:13].[C:14]1(B(O)O)[CH:19]=[CH:18][CH:17]=[CH:16][CH:15]=1.C(=O)([O-])[O-].[K+].[K+]. (10) Given the product [CH:37]([N:10]1[CH:11]=[C:7]([C:4]2[CH:3]=[CH:2][N:1]=[CH:6][CH:5]=2)[C:8]([C:12]2[CH:13]=[CH:14][C:15]([O:16][CH2:17][C:18]3[CH:27]=[CH:26][C:25]4[C:20](=[CH:21][CH:22]=[CH:23][CH:24]=4)[N:19]=3)=[CH:28][CH:29]=2)=[N:9]1)([CH3:39])[CH3:38], predict the reactants needed to synthesize it. The reactants are: [N:1]1[CH:6]=[CH:5][C:4]([C:7]2[CH:11]=[N:10][NH:9][C:8]=2[C:12]2[CH:29]=[CH:28][C:15]([O:16][CH2:17][C:18]3[CH:27]=[CH:26][C:25]4[C:20](=[CH:21][CH:22]=[CH:23][CH:24]=4)[N:19]=3)=[CH:14][CH:13]=2)=[CH:3][CH:2]=1.C(=O)([O-])[O-].[Cs+].[Cs+].I[CH:37]([CH3:39])[CH3:38].O.